From a dataset of Reaction yield outcomes from USPTO patents with 853,638 reactions. Predict the reaction yield, written as a fraction of the theoretical maximum amount of product (1.0 means a 100% yield; for example, 0.34 means a 34% yield). (1) The reactants are Cl[CH2:2][C:3]([NH:5][C:6]1[C:11]([Br:12])=[N:10][C:9]([Br:13])=[CH:8][N:7]=1)=[O:4].[I-:14].[Na+]. The catalyst is CC(C)=O.C(OCC)(=O)C. The product is [Br:12][C:11]1[C:6]([NH:5][C:3](=[O:4])[CH2:2][I:14])=[N:7][CH:8]=[C:9]([Br:13])[N:10]=1. The yield is 0.780. (2) The reactants are [N+:1]([C:4]1[CH:9]=[CH:8][C:7]([C:10]2[CH:15]=[CH:14][C:13]([C:16]([F:19])([F:18])[F:17])=[CH:12][CH:11]=2)=[CH:6][C:5]=1[CH2:20][OH:21])([O-])=O. The catalyst is C(O)(=O)C.[Zn]. The product is [NH2:1][C:4]1[CH:9]=[CH:8][C:7]([C:10]2[CH:11]=[CH:12][C:13]([C:16]([F:17])([F:18])[F:19])=[CH:14][CH:15]=2)=[CH:6][C:5]=1[CH2:20][OH:21]. The yield is 0.950. (3) The reactants are CC1(C)C(C)(C)OB([C:9]2[CH:10]=[CH:11][C:12]3[C:41]4[C:17](=[C:18]5[C:38](=[CH:39][CH:40]=4)[C:22]4[N:23]=[C:24]([C@@H:26]6[CH2:30][CH2:29][CH2:28][N:27]6[C:31]([O:33][C:34]([CH3:37])([CH3:36])[CH3:35])=[O:32])[NH:25][C:21]=4[CH:20]=[CH:19]5)[O:16][CH2:15][C:13]=3[CH:14]=2)O1.Br[C:44]1[NH:48][C:47]([C@@H:49]2[CH2:53][CH2:52][CH2:51][N:50]2[C:54](=[O:64])[C@@H:55]([NH:59][C:60](=[O:63])[O:61][CH3:62])[CH:56]([CH3:58])[CH3:57])=[N:46][CH:45]=1.C(=O)([O-])[O-].[K+].[K+].C(COC)OC. The catalyst is C1C=CC([P]([Pd]([P](C2C=CC=CC=2)(C2C=CC=CC=2)C2C=CC=CC=2)([P](C2C=CC=CC=2)(C2C=CC=CC=2)C2C=CC=CC=2)[P](C2C=CC=CC=2)(C2C=CC=CC=2)C2C=CC=CC=2)(C2C=CC=CC=2)C2C=CC=CC=2)=CC=1.C1C=CC(P(C2C=CC=CC=2)[C-]2C=CC=C2)=CC=1.C1C=CC(P(C2C=CC=CC=2)[C-]2C=CC=C2)=CC=1.Cl[Pd]Cl.[Fe+2].CN(C)C=O. The product is [CH3:62][O:61][C:60]([NH:59][C@H:55]([C:54]([N:50]1[CH2:51][CH2:52][CH2:53][C@@H:49]1[C:47]1[NH:48][C:44]([C:9]2[CH:10]=[CH:11][C:12]3[C:41]4[C:17](=[C:18]5[C:38](=[CH:39][CH:40]=4)[C:22]4[N:23]=[C:24]([C@@H:26]6[CH2:30][CH2:29][CH2:28][N:27]6[C:31]([O:33][C:34]([CH3:37])([CH3:36])[CH3:35])=[O:32])[NH:25][C:21]=4[CH:20]=[CH:19]5)[O:16][CH2:15][C:13]=3[CH:14]=2)=[CH:45][N:46]=1)=[O:64])[CH:56]([CH3:58])[CH3:57])=[O:63]. The yield is 0.460. (4) The reactants are [CH3:1][N:2]1[C:10]2[C:5](=[C:6]([CH3:14])[C:7]([N+:11]([O-:13])=[O:12])=[CH:8][CH:9]=2)[C:4]([C:15]2[CH2:20][CH2:19][N:18](C(OC(C)(C)C)=O)[CH2:17][CH:16]=2)=[CH:3]1.[ClH:28]. The catalyst is O1CCOCC1. The product is [ClH:28].[CH3:1][N:2]1[C:10]2[C:5](=[C:6]([CH3:14])[C:7]([N+:11]([O-:13])=[O:12])=[CH:8][CH:9]=2)[C:4]([C:15]2[CH2:20][CH2:19][NH:18][CH2:17][CH:16]=2)=[CH:3]1. The yield is 0.990. (5) The reactants are [N+:1]([C:4]1[CH:12]=[CH:11][C:7](C(O)=O)=[CH:6][CH:5]=1)([O-:3])=[O:2].[N:13]1[CH:18]=[CH:17][C:16]([NH:19][C:20]2[CH:25]=[CH:24][CH:23]=[C:22](N)[CH:21]=2)=[CH:15][CH:14]=1.[N:27]1[CH:32]=CC=CC=1.[O:33]=S(Cl)Cl. The catalyst is CN(C=O)C.O1CCOCC1. The product is [N+:1]([C:4]1[CH:5]=[CH:6][C:7]([NH:27][C:32](=[O:33])[C:22]2[CH:23]=[CH:24][CH:25]=[C:20]([NH:19][C:16]3[CH:17]=[CH:18][N:13]=[CH:14][CH:15]=3)[CH:21]=2)=[CH:11][CH:12]=1)([O-:3])=[O:2]. The yield is 0.790. (6) The reactants are [Cl:1][C:2]1[CH:39]=[CH:38][C:5]([O:6][C:7]2[CH:12]=[CH:11][C:10]([N:13]3[C@@H:17]([C:18]4[CH:23]=[CH:22][CH:21]=[C:20]([C:24]([F:27])([F:26])[F:25])[CH:19]=4)[CH2:16][N:15](CC4C=CC(OC)=CC=4)[C:14]3=[O:37])=[CH:9][CH:8]=2)=[CH:4][CH:3]=1.C(O)(C(F)(F)F)=O. No catalyst specified. The product is [Cl:1][C:2]1[CH:3]=[CH:4][C:5]([O:6][C:7]2[CH:8]=[CH:9][C:10]([N:13]3[C@@H:17]([C:18]4[CH:23]=[CH:22][CH:21]=[C:20]([C:24]([F:25])([F:27])[F:26])[CH:19]=4)[CH2:16][NH:15][C:14]3=[O:37])=[CH:11][CH:12]=2)=[CH:38][CH:39]=1. The yield is 0.910. (7) The reactants are [S:1]1[C:5]([CH2:6][CH:7]([O:10][Si:11]([C:14]([CH3:17])([CH3:16])[CH3:15])([CH3:13])[CH3:12])[C:8]#[CH:9])=[CH:4][C:3]2[CH:18]=[CH:19][CH:20]=[CH:21][C:2]1=2.[I:22]N1C(=O)CCC1=O.C([O-])(O)=O.[Na+]. The catalyst is ClCCl. The product is [S:1]1[C:5]([CH2:6][CH:7]([O:10][Si:11]([C:14]([CH3:15])([CH3:16])[CH3:17])([CH3:12])[CH3:13])/[CH:8]=[CH:9]/[I:22])=[CH:4][C:3]2[CH:18]=[CH:19][CH:20]=[CH:21][C:2]1=2. The yield is 0.910. (8) The reactants are COC(OC)C1C=CC(I)=CC=1.C(=O)([O-])[O-].[Cs+].[Cs+].N1CCOCC1.C[O:26][CH:27](OC)[C:28]1[CH:33]=[CH:32][C:31]([N:34]2[CH2:39][CH2:38][O:37][CH2:36][CH2:35]2)=[CH:30][CH:29]=1.Cl.CCOCC.C(=O)(O)[O-].[Na+]. The catalyst is C1(C)C=CC=CC=1.C(O)(C)(C)C.C1COCC1. The yield is 0.750. The product is [N:34]1([C:31]2[CH:30]=[CH:29][C:28]([CH:27]=[O:26])=[CH:33][CH:32]=2)[CH2:39][CH2:38][O:37][CH2:36][CH2:35]1. (9) The reactants are [NH2:1][C:2]1[CH:10]=[C:6]([C:7]([OH:9])=[O:8])[C:5]([OH:11])=[CH:4][CH:3]=1.[N+:12]([C:15]1[CH:20]=[CH:19][C:18]([CH2:21][CH2:22][CH2:23]Br)=[CH:17][CH:16]=1)([O-:14])=[O:13]. No catalyst specified. The product is [N+:12]([C:15]1[CH:20]=[CH:19][C:18]([CH2:21][CH2:22][CH2:23][NH:1][C:2]2[CH:10]=[C:6]([C:7]([OH:9])=[O:8])[C:5]([OH:11])=[CH:4][CH:3]=2)=[CH:17][CH:16]=1)([O-:14])=[O:13]. The yield is 0.500.